Task: Predict the reaction yield, written as a fraction of the theoretical maximum amount of product (1.0 means a 100% yield; for example, 0.34 means a 34% yield).. Dataset: Reaction yield outcomes from USPTO patents with 853,638 reactions (1) The reactants are Cl[C:2]1[N:7]=[C:6]([NH:8][C@@H:9]2[C@@H:14]3[CH2:15][C@@H:11]([CH:12]=[CH:13]3)[C@@H:10]2[C:16]([NH2:18])=[O:17])[C:5]([Cl:19])=[CH:4][N:3]=1.[CH3:20][O:21][C:22]1[C:23]([NH2:41])=[CH:24][C:25]2[CH2:31][CH2:30][N:29]([CH2:32][CH2:33][N:34]3[CH2:39][CH2:38][O:37][CH2:36][CH2:35]3)[CH2:28][CH2:27][C:26]=2[CH:40]=1. The product is [Cl:19][C:5]1[C:6]([NH:8][C@@H:9]2[C@@H:14]3[CH2:15][C@@H:11]([CH:12]=[CH:13]3)[C@@H:10]2[C:16]([NH2:18])=[O:17])=[N:7][C:2]([NH:41][C:23]2[C:22]([O:21][CH3:20])=[CH:40][C:26]3[CH2:27][CH2:28][N:29]([CH2:32][CH2:33][N:34]4[CH2:39][CH2:38][O:37][CH2:36][CH2:35]4)[CH2:30][CH2:31][C:25]=3[CH:24]=2)=[N:3][CH:4]=1. No catalyst specified. The yield is 0.130. (2) The reactants are [Br:1][C:2]1[CH:3]=[C:4]([CH:7]=[CH:8][CH:9]=1)[CH:5]=O.[C:10](#[N:14])[CH2:11][C:12]#[N:13].[BH4-].[Na+].Cl. The catalyst is C(O)C.O. The product is [Br:1][C:2]1[CH:3]=[C:4]([CH:7]=[CH:8][CH:9]=1)[CH2:5][CH:11]([C:10]#[N:14])[C:12]#[N:13]. The yield is 0.830. (3) The reactants are Br[C:2]1[CH:3]=[C:4]([C:8]2([C:19]3[CH:24]=[C:23]([CH3:25])[N:22]=[C:21]([CH3:26])[CH:20]=3)[C:16]3[C:11](=[C:12]([F:17])[CH:13]=[CH:14][CH:15]=3)[C:10]([NH2:18])=[N:9]2)[CH:5]=[CH:6][CH:7]=1.[N:27]1[CH:32]=[C:31](B(O)O)[CH:30]=[N:29][CH:28]=1.C([O-])([O-])=O.[K+].[K+]. The catalyst is C1C=CC(P(C2C=CC=CC=2)[C-]2C=CC=C2)=CC=1.C1C=CC(P(C2C=CC=CC=2)[C-]2C=CC=C2)=CC=1.Cl[Pd]Cl.[Fe+2].C(Cl)Cl. The product is [CH3:25][C:23]1[CH:24]=[C:19]([C:8]2([C:4]3[CH:5]=[CH:6][CH:7]=[C:2]([C:31]4[CH:32]=[N:27][CH:28]=[N:29][CH:30]=4)[CH:3]=3)[C:16]3[C:11](=[C:12]([F:17])[CH:13]=[CH:14][CH:15]=3)[C:10]([NH2:18])=[N:9]2)[CH:20]=[C:21]([CH3:26])[N:22]=1. The yield is 0.500. (4) The reactants are [CH3:1][O:2][C:3](=[O:15])[C:4]1[C:5](=[C:10]([NH2:14])[CH:11]=[CH:12][CH:13]=1)[C:6]([O:8][CH3:9])=[O:7].[CH:16](=O)[CH2:17][CH2:18][CH2:19][CH3:20].C(O)(=O)C.C(O[BH-](OC(=O)C)OC(=O)C)(=O)C.[Na+]. The catalyst is C(Cl)Cl. The product is [CH3:1][O:2][C:3](=[O:15])[C:4]1[C:5](=[C:10]([NH:14][CH2:16][CH2:17][CH2:18][CH2:19][CH3:20])[CH:11]=[CH:12][CH:13]=1)[C:6]([O:8][CH3:9])=[O:7]. The yield is 1.00.